From a dataset of Reaction yield outcomes from USPTO patents with 853,638 reactions. Predict the reaction yield, written as a fraction of the theoretical maximum amount of product (1.0 means a 100% yield; for example, 0.34 means a 34% yield). (1) The reactants are Cl[CH2:2][C:3]([NH:5][C:6]([CH3:19])([CH2:11][C:12]1[CH:17]=[CH:16][CH:15]=[C:14]([F:18])[CH:13]=1)[C:7](OC)=[O:8])=[O:4].O.[NH3:21]. The catalyst is CO. The product is [F:18][C:14]1[CH:13]=[C:12]([CH:17]=[CH:16][CH:15]=1)[CH2:11][C:6]1([CH3:19])[NH:5][C:3](=[O:4])[CH2:2][NH:21][C:7]1=[O:8]. The yield is 0.803. (2) The reactants are Br[C:2](Br)=[CH:3][C:4]1[CH:13]=[CH:12][C:11]2[C:6](=[CH:7][CH:8]=[CH:9][CH:10]=2)[C:5]=1[NH2:14].[C:16]1(B(O)O)[CH:21]=[CH:20][CH:19]=[CH:18][CH:17]=1.[O-]P([O-])([O-])=O.[K+].[K+].[K+].O. The product is [C:16]1([C:2]2[NH:14][C:5]3[C:4]([CH:3]=2)=[CH:13][CH:12]=[C:11]2[CH:10]=[CH:9][CH:8]=[CH:7][C:6]=32)[CH:21]=[CH:20][CH:19]=[CH:18][CH:17]=1. The yield is 0.770. The catalyst is C1(C)C=CC=CC=1.CC([O-])=O.CC([O-])=O.[Pd+2].COC1C=CC=C(OC)C=1C1C=CC=CC=1P(C1CCCCC1)C1CCCCC1.